From a dataset of Reaction yield outcomes from USPTO patents with 853,638 reactions. Predict the reaction yield, written as a fraction of the theoretical maximum amount of product (1.0 means a 100% yield; for example, 0.34 means a 34% yield). (1) The reactants are P(Cl)(Cl)(Cl)=O.CN(C)[CH:8]=[O:9].[Br:11][C:12]1[S:13][CH:14]=[CH:15][C:16]=1[CH3:17].[OH-].[Na+]. No catalyst specified. The product is [Br:11][C:12]1[S:13][C:14]([CH:8]=[O:9])=[CH:15][C:16]=1[CH3:17]. The yield is 0.240. (2) The reactants are [S:1]([O:8]S(C(F)(F)F)(=O)=O)([C:4]([F:7])([F:6])[F:5])(=[O:3])=[O:2].[Si:16]([O:23][CH2:24][C@H:25]1[N:29]([C:30](=[O:53])[C:31]2[CH:36]=[C:35]([O:37][CH3:38])[C:34]([O:39][Si:40]([CH:47]([CH3:49])[CH3:48])([CH:44]([CH3:46])[CH3:45])[CH:41]([CH3:43])[CH3:42])=[CH:33][C:32]=2[N+:50]([O-:52])=[O:51])[CH2:28][C:27](=O)[CH2:26]1)([C:19]([CH3:22])([CH3:21])[CH3:20])([CH3:18])[CH3:17].N1C(C)=CC=CC=1C. The catalyst is C(Cl)Cl. The product is [F:5][C:4]([F:7])([F:6])[S:1]([O:8][C:27]1[CH2:26][C@@H:25]([CH2:24][O:23][Si:16]([C:19]([CH3:21])([CH3:20])[CH3:22])([CH3:18])[CH3:17])[N:29]([C:30](=[O:53])[C:31]2[CH:36]=[C:35]([O:37][CH3:38])[C:34]([O:39][Si:40]([CH:41]([CH3:43])[CH3:42])([CH:44]([CH3:45])[CH3:46])[CH:47]([CH3:49])[CH3:48])=[CH:33][C:32]=2[N+:50]([O-:52])=[O:51])[CH:28]=1)(=[O:3])=[O:2]. The yield is 0.820. (3) The reactants are [F:1][C:2]1[CH:7]=[CH:6][CH:5]=[C:4]([N+:8]([O-:10])=[O:9])[C:3]=1[OH:11].CI.[C:14](=O)([O-])[O-].[K+].[K+]. The catalyst is CN(C=O)C. The product is [F:1][C:2]1[CH:7]=[CH:6][CH:5]=[C:4]([N+:8]([O-:10])=[O:9])[C:3]=1[O:11][CH3:14]. The yield is 1.01. (4) The reactants are [CH3:1][C:2]1[CH2:7][CH2:6][C@@H:5]([C@H:8]([CH3:16])[CH2:9][C@@H:10]2[CH2:14][CH2:13][CH2:12][C@@H:11]2[OH:15])[CH2:4][CH:3]=1.N1C=CC=CC=1.[C:23](OC(=O)C)(=[O:25])[CH3:24]. The catalyst is C(Cl)Cl.CN(C)C1C=CN=CC=1. The product is [C:23]([O:15][C@H:11]1[CH2:12][CH2:13][CH2:14][C@H:10]1[CH2:9][C@H:8]([C@@H:5]1[CH2:6][CH2:7][C:2]([CH3:1])=[CH:3][CH2:4]1)[CH3:16])(=[O:25])[CH3:24]. The yield is 1.00. (5) The catalyst is Cl.O1CCOCC1.O. The yield is 0.950. The product is [CH2:16]([O:15][C:13]([C@H:3]1[CH2:4][C@@H:5]([C:6]([OH:8])=[O:7])[C:2]1([CH3:23])[CH3:1])=[O:14])[C:17]1[CH:22]=[CH:21][CH:20]=[CH:19][CH:18]=1. The reactants are [CH3:1][C:2]1([CH3:23])[C@H:5]([C:6]([O:8]C(C)(C)C)=[O:7])[CH2:4][C@@H:3]1[C:13]([O:15][CH2:16][C:17]1[CH:22]=[CH:21][CH:20]=[CH:19][CH:18]=1)=[O:14].